From a dataset of Catalyst prediction with 721,799 reactions and 888 catalyst types from USPTO. Predict which catalyst facilitates the given reaction. (1) Reactant: [Cl:1][C:2]1[CH:3]=[C:4]([N+:13]([O-])=O)[C:5]([CH3:12])=[C:6]([CH:11]=1)[C:7]([O:9][CH3:10])=[O:8].[Cl-].[NH4+].O. The catalyst class is: 415. Product: [NH2:13][C:4]1[C:5]([CH3:12])=[C:6]([CH:11]=[C:2]([Cl:1])[CH:3]=1)[C:7]([O:9][CH3:10])=[O:8]. (2) Reactant: CO[CH:3](OC)[CH2:4][N:5]([CH2:16][C:17]1[S:18][C:19]([CH3:22])=[CH:20][CH:21]=1)S(C1C=CC(C)=CC=1)(=O)=O.Cl.[OH-].[Na+].O.C([O-])(O)=O.[Na+]. Product: [CH3:22][C:19]1[S:18][C:17]2=[CH:16][N:5]=[CH:4][CH:3]=[C:21]2[CH:20]=1. The catalyst class is: 440. (3) Reactant: Br[C:2]1[CH:7]=[CH:6][C:5]([CH3:8])=[CH:4][C:3]=1[C:9]([N:11]1[CH2:16][CH2:15][CH2:14][C@H:13]([CH3:17])[C@@H:12]1[CH2:18][NH:19][C:20]1[CH:25]=[CH:24][C:23]([C:26]([F:29])([F:28])[F:27])=[CH:22][N:21]=1)=[O:10].[NH:30]1[CH:34]=[CH:33][CH:32]=[N:31]1.CN[C@H]1CCCC[C@@H]1NC.[C:45]([O-:48])([O-])=[O:46].[Cs+].[Cs+]. Product: [CH3:17][C@H:13]1[CH2:14][CH2:15][CH2:16][N:11]([C:9]([C:3]2[CH:4]=[C:5]([CH3:8])[CH:6]=[CH:7][C:2]=2[N:30]2[CH:34]=[CH:33][CH:32]=[N:31]2)=[O:10])[C@H:12]1[CH2:18][NH:19][C:20]1[CH:25]=[CH:24][C:23]([C:26]([F:29])([F:28])[F:27])=[CH:22][N:21]=1.[C:45]([OH:48])([C:26]([F:29])([F:28])[F:27])=[O:46]. The catalyst class is: 321. (4) Reactant: [CH2:1]([O:8][C@@H:9]([CH3:20])[CH2:10][CH2:11][CH2:12][CH2:13][CH2:14][CH2:15][C@@H:16]([OH:19])[CH2:17][OH:18])[C:2]1[CH:7]=[CH:6][CH:5]=[CH:4][CH:3]=1.N1C=CC=CC=1.[C:27]1([CH3:37])[CH:32]=[CH:31][C:30]([S:33](Cl)(=[O:35])=[O:34])=[CH:29][CH:28]=1.C(OCC)C. Product: [CH2:1]([O:8][C@@H:9]([CH3:20])[CH2:10][CH2:11][CH2:12][CH2:13][CH2:14][CH2:15][C@@H:16]([OH:19])[CH2:17][O:18][S:33]([C:30]1[CH:31]=[CH:32][C:27]([CH3:37])=[CH:28][CH:29]=1)(=[O:35])=[O:34])[C:2]1[CH:7]=[CH:6][CH:5]=[CH:4][CH:3]=1. The catalyst class is: 195. (5) Reactant: [CH2:1]([C:5]1[C:9]([CH2:10][CH2:11][CH2:12][OH:13])=[CH:8][N:7]([C:14]2[CH:19]=[CH:18][C:17]([C:20]([F:23])([F:22])[F:21])=[CH:16][N:15]=2)[N:6]=1)[CH2:2][CH2:3][CH3:4].O[C:25]1[C:30]([O:31][CH3:32])=[CH:29][CH:28]=[CH:27][C:26]=1[CH2:33][C:34]([O:36]C)=[O:35].C(P(CCCC)CCCC)CCC.N(C(N1CCCCC1)=O)=NC(N1CCCCC1)=O. Product: [CH2:1]([C:5]1[C:9]([CH2:10][CH2:11][CH2:12][O:13][C:25]2[C:30]([O:31][CH3:32])=[CH:29][CH:28]=[CH:27][C:26]=2[CH2:33][C:34]([OH:36])=[O:35])=[CH:8][N:7]([C:14]2[CH:19]=[CH:18][C:17]([C:20]([F:21])([F:22])[F:23])=[CH:16][N:15]=2)[N:6]=1)[CH2:2][CH2:3][CH3:4]. The catalyst class is: 7. (6) Reactant: [Li].C1C2C(=CC=CC=2)C=CC=1.[CH3:12][C:13]1([CH3:21])[CH:19]2[CH:17]([O:18]2)[C:16](=[O:20])[CH2:15][CH2:14]1.O. Product: [OH:18][CH:19]1[C:13]([CH3:21])([CH3:12])[CH2:14][CH2:15][C:16](=[O:20])[CH2:17]1. The catalyst class is: 1. (7) Reactant: [N:1]1([CH2:7][CH2:8][CH2:9][O:10][C:11]2[CH:16]=[CH:15][C:14](C3(C(O)=O)C=CC=CC3)=[CH:13][CH:12]=2)[CH2:6][CH2:5][CH2:4][CH2:3][CH2:2]1.[C:26](Cl)(=[O:30])[C:27](Cl)=O.C(Cl)(Cl)Cl.[NH:36]1[CH2:41][CH2:40][CH2:39][CH2:38][CH2:37]1. Product: [N:36]1([C:26]([C:27]2[CH:6]=[CH:5][C:4]([C:14]3[CH:15]=[CH:16][C:11]([O:10][CH2:9][CH2:8][CH2:7][N:1]4[CH2:2][CH2:3][CH2:4][CH2:5][CH2:6]4)=[CH:12][CH:13]=3)=[CH:3][CH:2]=2)=[O:30])[CH2:41][CH2:40][CH2:39][CH2:38][CH2:37]1. The catalyst class is: 120.